This data is from Peptide-MHC class I binding affinity with 185,985 pairs from IEDB/IMGT. The task is: Regression. Given a peptide amino acid sequence and an MHC pseudo amino acid sequence, predict their binding affinity value. This is MHC class I binding data. The peptide sequence is TVEFDRDKVV. The MHC is HLA-A02:01 with pseudo-sequence HLA-A02:01. The binding affinity (normalized) is 0.0445.